This data is from Reaction yield outcomes from USPTO patents with 853,638 reactions. The task is: Predict the reaction yield, written as a fraction of the theoretical maximum amount of product (1.0 means a 100% yield; for example, 0.34 means a 34% yield). The yield is 0.400. The reactants are Cl[C:2]1[N:11]=[C:10]([N:12]([C:14]2[CH:19]=[CH:18][C:17]([O:20][CH3:21])=[CH:16][CH:15]=2)[CH3:13])[C:9]2[C:4](=[CH:5][CH:6]=[CH:7][CH:8]=2)[N:3]=1.Cl.[NH2:23][OH:24]. The catalyst is C(O)(C)C. The product is [OH:24][NH:23][C:2]1[N:11]=[C:10]([N:12]([C:14]2[CH:19]=[CH:18][C:17]([O:20][CH3:21])=[CH:16][CH:15]=2)[CH3:13])[C:9]2[C:4](=[CH:5][CH:6]=[CH:7][CH:8]=2)[N:3]=1.